From a dataset of Full USPTO retrosynthesis dataset with 1.9M reactions from patents (1976-2016). Predict the reactants needed to synthesize the given product. (1) Given the product [CH:3]1([C@H:7]([NH:9][C:10]2[N:18]=[C:17]([C:19]3[N:25]([CH3:26])[C:23](=[O:24])[NH:22][N:21]=3)[N:16]=[C:15]3[C:11]=2[N:12]([CH2:37][C@H:38]2[CH2:39][CH2:40][C@H:41]([CH3:44])[CH2:42][CH2:43]2)[C:13]([C:27]2([C:31]4[CH:32]=[CH:33][CH:34]=[CH:35][CH:36]=4)[CH2:30][CH2:29][CH2:28]2)=[N:14]3)[CH3:8])[CH2:6][CH2:5][CH2:4]1, predict the reactants needed to synthesize it. The reactants are: [OH-].[Na+].[CH:3]1([C@H:7]([NH:9][C:10]2[N:18]=[C:17]([C:19]([NH:21][NH:22][C:23]([NH:25][CH3:26])=[O:24])=O)[N:16]=[C:15]3[C:11]=2[N:12]([CH2:37][C@H:38]2[CH2:43][CH2:42][C@H:41]([CH3:44])[CH2:40][CH2:39]2)[C:13]([C:27]2([C:31]4[CH:36]=[CH:35][CH:34]=[CH:33][CH:32]=4)[CH2:30][CH2:29][CH2:28]2)=[N:14]3)[CH3:8])[CH2:6][CH2:5][CH2:4]1.Cl. (2) Given the product [CH:10]([O:9][C:7](=[O:8])[NH:5][CH2:4][CH2:3][Br:2])([CH3:12])[CH3:11], predict the reactants needed to synthesize it. The reactants are: Br.[Br:2][CH2:3][CH2:4][NH2:5].Cl[C:7]([O:9][CH:10]([CH3:12])[CH3:11])=[O:8].C(N(CC)CC)C. (3) The reactants are: [CH:1]([C@:4]1([C:17]([N:19]2[CH2:24][CH:23]=[C:22]([C:25]3[CH:26]=[N:27][CH:28]=[C:29]([C:31]([F:34])([F:33])[F:32])[CH:30]=3)[CH2:21][CH2:20]2)=[O:18])[CH2:8][CH2:7][C@@H:6]([NH:9]C(=O)OC(C)(C)C)[CH2:5]1)([CH3:3])[CH3:2]. Given the product [CH:1]([C@:4]1([C:17]([N:19]2[CH2:20][CH:21]=[C:22]([C:25]3[CH:26]=[N:27][CH:28]=[C:29]([C:31]([F:34])([F:33])[F:32])[CH:30]=3)[CH2:23][CH2:24]2)=[O:18])[CH2:8][CH2:7][C@@H:6]([NH2:9])[CH2:5]1)([CH3:3])[CH3:2], predict the reactants needed to synthesize it. (4) Given the product [CH3:17][N:15]([CH2:14][C@H:11]1[CH2:12][CH2:13][C@H:8]([NH2:7])[CH2:9][CH2:10]1)[CH3:16], predict the reactants needed to synthesize it. The reactants are: C(OC(=O)[NH:7][C@H:8]1[CH2:13][CH2:12][C@H:11]([CH2:14][N:15]([CH3:17])[CH3:16])[CH2:10][CH2:9]1)(C)(C)C.FC(F)(F)C(O)=O. (5) Given the product [C:1]([NH:4][C:5]1[CH:10]=[C:9]([C:11]2[NH:19][C:18]3[C:13](=[N:14][CH:15]=[CH:16][C:17]=3[C:20]([O:22][CH3:23])=[O:21])[CH:12]=2)[CH:8]=[CH:7][N:6]=1)(=[O:3])[CH3:2], predict the reactants needed to synthesize it. The reactants are: [C:1]([NH:4][C:5]1[CH:10]=[C:9]([C:11]2[NH:19][C:18]3[C:13](=[N:14][C:15](Br)=[CH:16][C:17]=3[C:20]([O:22][CH3:23])=[O:21])[CH:12]=2)[CH:8]=[CH:7][N:6]=1)(=[O:3])[CH3:2]. (6) Given the product [CH3:10][O:11][C:2]([O:25][CH3:23])([O:7][CH3:8])[C:3]([O:5][CH3:6])=[O:4], predict the reactants needed to synthesize it. The reactants are: Cl[C:2](Cl)([O:7][CH3:8])[C:3]([O:5][CH3:6])=[O:4].[CH3:10][OH:11].N1C=CC=CC=1.N1CCCC1.[CH2:23]([O:25]CC)C. (7) Given the product [I:15][C:11]1[N:10]([C:5]2[CH:6]=[CH:7][C:8]([CH3:9])=[C:3]([O:2][CH3:1])[CH:4]=2)[CH:14]=[N:13][N:12]=1, predict the reactants needed to synthesize it. The reactants are: [CH3:1][O:2][C:3]1[CH:4]=[C:5]([N:10]2[CH:14]=[N:13][N:12]=[CH:11]2)[CH:6]=[CH:7][C:8]=1[CH3:9].[I:15]I.